Predict the reactants needed to synthesize the given product. From a dataset of Full USPTO retrosynthesis dataset with 1.9M reactions from patents (1976-2016). (1) Given the product [C:24]([NH:27][N:28]=[C:2]([C:11]1[CH:6]=[CH:7][CH:8]=[C:9]([O:12][CH3:13])[CH:10]=1)[C:15]1[CH:16]=[CH:17][C:18]([N+:21]([O-:23])=[O:22])=[CH:19][CH:20]=1)(=[O:26])[CH3:25], predict the reactants needed to synthesize it. The reactants are: O[C:2]1([C:15]2[CH:20]=[CH:19][C:18]([N+:21]([O-:23])=[O:22])=[CH:17][CH:16]=2)[C:11]2[C:6](=[CH:7][CH:8]=[C:9]([O:12][CH3:13])[CH:10]=2)CC(C)O1.[C:24]([NH:27][NH2:28])(=[O:26])[CH3:25]. (2) Given the product [O:1]1[C:5]2[CH:6]=[CH:7][C:8]([C:10]3([C:13]([NH:15][C:16]4[CH:17]=[C:18]5[C:22](=[CH:23][C:24]=4[F:25])[N:21]([CH2:32][CH2:31][CH2:30][OH:37])[C:20]([C:26]([CH3:29])([CH3:28])[CH3:27])=[CH:19]5)=[O:14])[CH2:12][CH2:11]3)=[CH:9][C:4]=2[O:3][CH2:2]1, predict the reactants needed to synthesize it. The reactants are: [O:1]1[C:5]2[CH:6]=[CH:7][C:8]([C:10]3([C:13]([NH:15][C:16]4[CH:17]=[C:18]5[C:22](=[CH:23][C:24]=4[F:25])[NH:21][CH:20]([C:26]([CH3:29])([CH3:28])[CH3:27])[CH2:19]5)=[O:14])[CH2:12][CH2:11]3)=[CH:9][C:4]=2[O:3][CH2:2]1.[CH2:30]([O:37]CCC=O)[C:31]1C=CC=C[CH:32]=1.[BH-](OC(C)=O)(OC(C)=O)OC(C)=O.[Na+]. (3) Given the product [F:1][C:2]1[CH:3]=[CH:4][C:5]([C:8]2[O:9][CH:10]=[C:11]([C:13]([O:15][CH3:16])=[O:14])[N:12]=2)=[CH:6][CH:7]=1, predict the reactants needed to synthesize it. The reactants are: [F:1][C:2]1[CH:7]=[CH:6][C:5]([C:8]2[O:9][CH2:10][CH:11]([C:13]([O:15][CH3:16])=[O:14])[N:12]=2)=[CH:4][CH:3]=1.BrN1C(=O)CCC1=O. (4) Given the product [CH:1]1([N:4]([CH:5]2[CH2:10][CH2:9][N:8]([C:11]3[N:12]=[CH:13][C:14]([CH2:17][CH3:18])=[CH:15][N:16]=3)[CH2:7][CH2:6]2)[C:29](=[O:30])[C:28]2[CH:27]=[CH:26][C:25]([N:24]3[C:20]([CH3:19])=[N:21][CH:22]=[N:23]3)=[CH:33][CH:32]=2)[CH2:2][CH2:3]1, predict the reactants needed to synthesize it. The reactants are: [CH:1]1([NH:4][CH:5]2[CH2:10][CH2:9][N:8]([C:11]3[N:16]=[CH:15][C:14]([CH2:17][CH3:18])=[CH:13][N:12]=3)[CH2:7][CH2:6]2)[CH2:3][CH2:2]1.[CH3:19][C:20]1[N:24]([C:25]2[CH:33]=[CH:32][C:28]([C:29](O)=[O:30])=[CH:27][CH:26]=2)[N:23]=[CH:22][N:21]=1. (5) The reactants are: [CH3:1][C:2]1[CH:44]=[CH:43][C:5]([C:6]([NH:8][C:9]2[CH:14]=[CH:13][C:12]([O:15][CH2:16][CH2:17][N:18]3[C:22]([NH:23]C(C4C=CC=CC=4)(C4C=CC=CC=4)C4C=CC=CC=4)=[CH:21][CH:20]=[N:19]3)=[CH:11][CH:10]=2)=[O:7])=[C:4]([N:45]2[CH2:50][CH2:49][CH:48]([CH3:51])[CH2:47][CH2:46]2)[CH:3]=1.Cl. Given the product [NH2:23][C:22]1[N:18]([CH2:17][CH2:16][O:15][C:12]2[CH:13]=[CH:14][C:9]([NH:8][C:6](=[O:7])[C:5]3[CH:43]=[CH:44][C:2]([CH3:1])=[CH:3][C:4]=3[N:45]3[CH2:46][CH2:47][CH:48]([CH3:51])[CH2:49][CH2:50]3)=[CH:10][CH:11]=2)[N:19]=[CH:20][CH:21]=1, predict the reactants needed to synthesize it.